Task: Predict the reactants needed to synthesize the given product.. Dataset: Full USPTO retrosynthesis dataset with 1.9M reactions from patents (1976-2016) (1) Given the product [C:34]([O:38][C:39]([CH:40]1[CH2:44][CH2:43][CH2:42][N:41]1[C:13](=[O:15])[CH:12]([NH:11][C:9]([O:8][CH2:1][C:2]1[CH:3]=[CH:4][CH:5]=[CH:6][CH:7]=1)=[O:10])[C:16]([CH3:19])([CH3:18])[CH3:17])=[O:45])([CH3:37])([CH3:35])[CH3:36], predict the reactants needed to synthesize it. The reactants are: [CH2:1]([O:8][C:9]([NH:11][CH:12]([C:16]([CH3:19])([CH3:18])[CH3:17])[C:13]([OH:15])=O)=[O:10])[C:2]1[CH:7]=[CH:6][CH:5]=[CH:4][CH:3]=1.C1C=CC2N(O)N=NC=2C=1.C(Cl)CCl.[C:34]([O:38][C:39](=[O:45])[C@@H:40]1[CH2:44][CH2:43][CH2:42][NH:41]1)([CH3:37])([CH3:36])[CH3:35]. (2) Given the product [ClH:44].[CH2:25]([O:24][C:22](=[O:23])[NH:21][CH2:20][CH2:19][CH2:18][CH2:17][C@H:16]([NH:15][C:14]([CH:10]1[O:11][CH2:12][CH2:13][NH:8][CH2:9]1)=[O:43])[C:32]([C:34]1[S:35][C:36]2[CH:42]=[CH:41][CH:40]=[CH:39][C:37]=2[N:38]=1)=[O:33])[C:26]1[CH:31]=[CH:30][CH:29]=[CH:28][CH:27]=1, predict the reactants needed to synthesize it. The reactants are: C(OC([N:8]1[CH2:13][CH2:12][O:11][CH:10]([C:14](=[O:43])[NH:15][C@H:16]([C:32]([C:34]2[S:35][C:36]3[CH:42]=[CH:41][CH:40]=[CH:39][C:37]=3[N:38]=2)=[O:33])[CH2:17][CH2:18][CH2:19][CH2:20][NH:21][C:22]([O:24][CH2:25][C:26]2[CH:31]=[CH:30][CH:29]=[CH:28][CH:27]=2)=[O:23])[CH2:9]1)=O)(C)(C)C.[ClH:44].CC(=O)OCC. (3) Given the product [O:21]1[C:26]2[CH:27]=[CH:28][CH:29]=[C:30]([C:31]([N:17]3[CH2:16][CH:15]4[CH:19]([CH2:20][N:13]([C:9]5[N:8]=[C:7]([C:1]6[CH:2]=[CH:3][CH:4]=[CH:5][CH:6]=6)[CH:12]=[CH:11][N:10]=5)[CH2:14]4)[CH2:18]3)=[O:32])[C:25]=2[O:24][CH2:23][CH2:22]1, predict the reactants needed to synthesize it. The reactants are: [C:1]1([C:7]2[CH:12]=[CH:11][N:10]=[C:9]([N:13]3[CH2:20][CH:19]4[CH:15]([CH2:16][NH:17][CH2:18]4)[CH2:14]3)[N:8]=2)[CH:6]=[CH:5][CH:4]=[CH:3][CH:2]=1.[O:21]1[C:26]2[CH:27]=[CH:28][CH:29]=[C:30]([C:31](O)=[O:32])[C:25]=2[O:24][CH2:23][CH2:22]1. (4) Given the product [C:1]([O:5][C:6]([C:8]1[S:9][C:10]([C:26]2[S:25][C:29]3[CH:30]=[CH:31][CH:32]=[CH:33][C:28]=3[CH:27]=2)=[CH:11][C:12]=1[NH:13][S:14]([C:17]1[C:18]([CH3:23])=[CH:19][CH:20]=[CH:21][CH:22]=1)(=[O:16])=[O:15])=[O:7])([CH3:4])([CH3:3])[CH3:2], predict the reactants needed to synthesize it. The reactants are: [C:1]([O:5][C:6]([C:8]1[S:9][C:10](Br)=[CH:11][C:12]=1[NH:13][S:14]([C:17]1[C:18]([CH3:23])=[CH:19][CH:20]=[CH:21][CH:22]=1)(=[O:16])=[O:15])=[O:7])([CH3:4])([CH3:3])[CH3:2].[S:25]1[C:29]2[CH:30]=[CH:31][CH:32]=[CH:33][C:28]=2[CH:27]=[C:26]1B(O)O.C([O-])([O-])=O.[Na+].[Na+]. (5) The reactants are: [Br:1][C:2]1[CH:7]=[CH:6][NH:5][C:4](=[O:8])[CH:3]=1.[C:9]([O:13][C:14]([N:16]1[CH2:19][CH:18](I)[CH2:17]1)=[O:15])([CH3:12])([CH3:11])[CH3:10]. Given the product [Br:1][C:2]1[CH:7]=[CH:6][N:5]([CH:18]2[CH2:17][N:16]([C:14]([O:13][C:9]([CH3:12])([CH3:11])[CH3:10])=[O:15])[CH2:19]2)[C:4](=[O:8])[CH:3]=1, predict the reactants needed to synthesize it. (6) Given the product [Cl:8][C:7]1[C:2]([CH3:1])=[C:3]([C:4]([OH:27])=[C:5]([CH2:10][CH2:11][CH:12]([CH3:13])[CH2:14][CH2:15][CH2:16][CH:17]([CH:19]2[CH2:20][C:21](=[O:22])[C:23]([CH3:25])([CH3:26])[O:24]2)[CH3:18])[C:6]=1[OH:9])[CH:28]=[O:29], predict the reactants needed to synthesize it. The reactants are: [CH3:1][C:2]1[C:7]([Cl:8])=[C:6]([OH:9])[C:5]([CH2:10]/[CH:11]=[C:12](/[CH2:14][CH2:15]/[CH:16]=[C:17](/[C@H:19]2[O:24][C:23]([CH3:26])([CH3:25])[C:21](=[O:22])[CH2:20]2)\[CH3:18])\[CH3:13])=[C:4]([OH:27])[C:3]=1[CH:28]=[O:29].[H][H].